This data is from TCR-epitope binding with 47,182 pairs between 192 epitopes and 23,139 TCRs. The task is: Binary Classification. Given a T-cell receptor sequence (or CDR3 region) and an epitope sequence, predict whether binding occurs between them. The epitope is FLNGSCGSV. The TCR CDR3 sequence is CSARDRADRVLIPDTQYF. Result: 0 (the TCR does not bind to the epitope).